From a dataset of Forward reaction prediction with 1.9M reactions from USPTO patents (1976-2016). Predict the product of the given reaction. (1) Given the reactants [CH3:1][O:2][C:3]1[CH:11]=[C:10]2[C:6]([CH2:7][CH2:8][C:9]2=[O:12])=[CH:5][C:4]=1[N:13]1[CH2:18][CH2:17][O:16][CH2:15][CH2:14]1.[F:19][C:20]([F:30])([F:29])[C:21]1[CH:28]=[CH:27][C:24]([CH:25]=O)=[CH:23][N:22]=1.CC1C=CC(S(O)(=O)=O)=CC=1, predict the reaction product. The product is: [CH3:1][O:2][C:3]1[CH:11]=[C:10]2[C:6]([CH2:7]/[C:8](=[CH:25]\[C:24]3[CH:23]=[N:22][C:21]([C:20]([F:30])([F:19])[F:29])=[CH:28][CH:27]=3)/[C:9]2=[O:12])=[CH:5][C:4]=1[N:13]1[CH2:14][CH2:15][O:16][CH2:17][CH2:18]1. (2) Given the reactants [NH2:1][C:2]1[CH:6]=[C:5]([C:7]#[C:8][C:9]([CH3:12])([CH3:11])[CH3:10])[S:4][C:3]=1[C:13]([O:15][CH3:16])=[O:14].C(O)(=O)C.[CH3:21][N:22]1[CH:26]=[CH:25][N:24]=[C:23]1[CH:27]=O.C(O[BH-](OC(=O)C)OC(=O)C)(=O)C.[Na+].C([O-])(O)=O.[Na+], predict the reaction product. The product is: [CH3:10][C:9]([CH3:11])([CH3:12])[C:8]#[C:7][C:5]1[S:4][C:3]([C:13]([O:15][CH3:16])=[O:14])=[C:2]([NH:1][CH2:27][C:23]2[N:22]([CH3:21])[CH:26]=[CH:25][N:24]=2)[CH:6]=1. (3) Given the reactants OC(C(F)(F)F)=O.[NH:8]1[CH2:11][CH:10]([NH:12][C:13](=[O:32])[CH2:14][NH:15][C:16]2[C:24]3[C:19](=[CH:20][CH:21]=[C:22]([CH:25]([F:30])[C:26]([F:29])([F:28])[F:27])[CH:23]=3)[N:18]([CH3:31])[N:17]=2)[CH2:9]1.[OH:33][C:34]1([C:41]2[S:45][CH:44]=[N:43][CH:42]=2)[CH2:39][CH2:38][C:37](=O)[CH2:36][CH2:35]1, predict the reaction product. The product is: [OH:33][C:34]1([C:41]2[S:45][CH:44]=[N:43][CH:42]=2)[CH2:35][CH2:36][CH:37]([N:8]2[CH2:11][CH:10]([NH:12][C:13](=[O:32])[CH2:14][NH:15][C:16]3[C:24]4[C:19](=[CH:20][CH:21]=[C:22]([CH:25]([F:30])[C:26]([F:29])([F:28])[F:27])[CH:23]=4)[N:18]([CH3:31])[N:17]=3)[CH2:9]2)[CH2:38][CH2:39]1. (4) Given the reactants [Si]([O:8][C:9]([C:18]1[CH:49]=[CH:48][C:21]([CH2:22][N:23]2[CH2:28][CH2:27][N:26]([C:29]([C:31]3[CH:36]=[CH:35][C:34]([NH:37][C:38]([NH:40][CH:41]4[CH2:46][CH2:45][S:44][CH2:43][CH2:42]4)=[O:39])=[C:33]([F:47])[CH:32]=3)=[O:30])[CH2:25][CH2:24]2)=[CH:20][CH:19]=1)([C:14]([F:17])([F:16])[F:15])[C:10]([F:13])([F:12])[F:11])(C(C)(C)C)(C)C.ClC1C=C(C=CC=1)C(OO)=[O:55].Cl, predict the reaction product. The product is: [F:47][C:33]1[CH:32]=[C:31]([C:29]([N:26]2[CH2:27][CH2:28][N:23]([CH2:22][C:21]3[CH:48]=[CH:49][C:18]([C:9]([OH:8])([C:14]([F:17])([F:16])[F:15])[C:10]([F:13])([F:12])[F:11])=[CH:19][CH:20]=3)[CH2:24][CH2:25]2)=[O:30])[CH:36]=[CH:35][C:34]=1[NH:37][C:38]([NH:40][CH:41]1[CH2:46][CH2:45][S:44](=[O:55])[CH2:43][CH2:42]1)=[O:39]. (5) Given the reactants [S:1](=[O:33])(=[O:32])([O:3][CH2:4][C@@H:5]1[C@@H:12]2[C@@H:8]([O:9]C(C)(C)[O:11]2)[C@H:7]([N:15]2[CH:23]=[N:22][C:21]3[C:16]2=[N:17][CH:18]=[N:19][C:20]=3[CH2:24][C:25]2[CH:30]=[CH:29][C:28]([F:31])=[CH:27][CH:26]=2)[O:6]1)[NH2:2].FC(F)(F)C(O)=O.O, predict the reaction product. The product is: [S:1](=[O:33])(=[O:32])([O:3][CH2:4][C@@H:5]1[C@@H:12]([OH:11])[C@@H:8]([OH:9])[C@H:7]([N:15]2[CH:23]=[N:22][C:21]3[C:16]2=[N:17][CH:18]=[N:19][C:20]=3[CH2:24][C:25]2[CH:26]=[CH:27][C:28]([F:31])=[CH:29][CH:30]=2)[O:6]1)[NH2:2].